This data is from Reaction yield outcomes from USPTO patents with 853,638 reactions. The task is: Predict the reaction yield, written as a fraction of the theoretical maximum amount of product (1.0 means a 100% yield; for example, 0.34 means a 34% yield). (1) The reactants are [F:1][C:2]1[CH:10]=[C:9]2[C:5]([C:6]([C:12]3[N:13]=[C:14]4[C:20]([C:21]([OH:23])=O)=[CH:19][NH:18][C:15]4=[N:16][CH:17]=3)=[N:7][N:8]2[CH3:11])=[CH:4][CH:3]=1.CCN=C=NCCCN(C)C.[Si:35]([O:42][CH2:43][CH2:44][C:45]([CH3:48])([NH2:47])[CH3:46])([C:38]([CH3:41])([CH3:40])[CH3:39])([CH3:37])[CH3:36].O. The catalyst is CN(C=O)C.CN(C1C=CN=CC=1)C. The product is [Si:35]([O:42][CH2:43][CH2:44][C:45]([NH:47][C:21]([C:20]1[C:14]2[C:15](=[N:16][CH:17]=[C:12]([C:6]3[C:5]4[C:9](=[CH:10][C:2]([F:1])=[CH:3][CH:4]=4)[N:8]([CH3:11])[N:7]=3)[N:13]=2)[NH:18][CH:19]=1)=[O:23])([CH3:48])[CH3:46])([C:38]([CH3:41])([CH3:40])[CH3:39])([CH3:37])[CH3:36]. The yield is 0.428. (2) The reactants are [CH3:1][O:2][C:3](=[O:15])[C:4]1[CH:13]=[C:12]([F:14])[CH:11]=[C:6]([C:7]([O:9]C)=[O:8])[CH:5]=1.[OH-].[Na+]. The catalyst is CO. The product is [CH3:1][O:2][C:3](=[O:15])[C:4]1[CH:13]=[C:12]([F:14])[CH:11]=[C:6]([C:7]([OH:9])=[O:8])[CH:5]=1. The yield is 0.830. (3) The reactants are Cl.[NH2:2][C@@H:3]1[CH2:8][CH2:7][C@H:6]([N:9]2[C:14](=[O:15])[C:13]3[CH:16]=[C:17]([F:20])[CH:18]=[N:19][C:12]=3[N:11]([CH:21]3[CH2:26][CH2:25][S:24][CH2:23][CH2:22]3)[C:10]2=[O:27])[CH2:5][CH2:4]1.[CH:28]1([C:31](O)=[O:32])[CH2:30][CH2:29]1.CN(C(ON1N=NC2C=CC=NC1=2)=[N+](C)C)C.F[P-](F)(F)(F)(F)F.C1C=NC2N(O)N=NC=2C=1.CCN(C(C)C)C(C)C. The catalyst is CN1C(=O)CCC1.C(OCC)(=O)C. The product is [F:20][C:17]1[CH:18]=[N:19][C:12]2[N:11]([CH:21]3[CH2:22][CH2:23][S:24][CH2:25][CH2:26]3)[C:10](=[O:27])[N:9]([C@@H:6]3[CH2:7][CH2:8][C@H:3]([NH:2][C:31]([CH:28]4[CH2:30][CH2:29]4)=[O:32])[CH2:4][CH2:5]3)[C:14](=[O:15])[C:13]=2[CH:16]=1. The yield is 0.840. (4) The reactants are Cl.CC([N:6]([CH2:10][CH:11]([NH:19][C:20]([C:22]1[N:23]([CH3:33])[CH:24]=[C:25]([C:27]2[N:31]([CH3:32])[N:30]=[CH:29][CH:28]=2)[CH:26]=1)=[O:21])[CH2:12][C:13]1[CH:18]=[CH:17][CH:16]=[CH:15][CH:14]=1)C(=O)[O-])(C)C. The catalyst is O1CCOCC1.C(Cl)(Cl)Cl.CO. The product is [NH2:6][CH2:10][CH:11]([NH:19][C:20]([C:22]1[N:23]([CH3:33])[CH:24]=[C:25]([C:27]2[N:31]([CH3:32])[N:30]=[CH:29][CH:28]=2)[CH:26]=1)=[O:21])[CH2:12][C:13]1[CH:18]=[CH:17][CH:16]=[CH:15][CH:14]=1. The yield is 0.320. (5) The product is [Br:13][C:14]1[CH:19]=[CH:18][C:17]([Cl:20])=[CH:16][C:15]=1[CH2:21][O:1][C:2]1[CH:11]=[C:10]2[C:5]([CH2:6][CH2:7][CH2:8][C:9]2=[O:12])=[CH:4][CH:3]=1. The catalyst is CN(C)C=O.C(OCC)(=O)C. The reactants are [OH:1][C:2]1[CH:11]=[C:10]2[C:5]([CH2:6][CH2:7][CH2:8][C:9]2=[O:12])=[CH:4][CH:3]=1.[Br:13][C:14]1[CH:19]=[CH:18][C:17]([Cl:20])=[CH:16][C:15]=1[CH2:21]Br.C(=O)([O-])[O-].[K+].[K+]. The yield is 0.890.